From a dataset of Reaction yield outcomes from USPTO patents with 853,638 reactions. Predict the reaction yield, written as a fraction of the theoretical maximum amount of product (1.0 means a 100% yield; for example, 0.34 means a 34% yield). (1) The reactants are [CH3:1][C:2]1([CH3:18])[C:11]2[C:6](=[CH:7][CH:8]=[CH:9][CH:10]=2)[C:5]([C:12]2[CH:17]=[CH:16][CH:15]=[CH:14][CH:13]=2)=[N:4][CH2:3]1.[BH4-].[Na+].[NH4+].[Cl-]. The catalyst is CO. The product is [CH3:1][C:2]1([CH3:18])[C:11]2[C:6](=[CH:7][CH:8]=[CH:9][CH:10]=2)[CH:5]([C:12]2[CH:17]=[CH:16][CH:15]=[CH:14][CH:13]=2)[NH:4][CH2:3]1. The yield is 0.0400. (2) The reactants are Br[CH2:2][C:3]1[CH:4]=[C:5]([CH:8]=[CH:9][CH:10]=1)[C:6]#[N:7].[NH:11]([C:19]([O:21]C(C)(C)C)=[O:20])[C:12]([O:14]C(C)(C)C)=[O:13].C(=O)([O-])[O-].[Cs+].[Cs+]. The yield is 0.990. The product is [C:6]([C:5]1[CH:4]=[C:3]([CH2:2][N:11]([C:19]([OH:21])=[O:20])[C:12]([OH:14])=[O:13])[CH:10]=[CH:9][CH:8]=1)#[N:7]. The catalyst is CN(C)C=O. (3) The reactants are [Cl:1][C:2]1[CH:3]=[CH:4][C:5]([NH:8][C:9](=[O:39])[C:10]2[CH:15]=[C:14]([F:16])[CH:13]=[CH:12][C:11]=2[NH:17][C:18](=[O:38])[C:19]2[CH:24]=[CH:23][C:22](F)=[CH:21][C:20]=2[O:26][CH2:27][CH2:28][CH2:29][NH:30][C:31]([O:33][C:34]([CH3:37])([CH3:36])[CH3:35])=[O:32])=[N:6][CH:7]=1.[NH:40]1[CH2:44][CH2:43][CH2:42][CH2:41]1. No catalyst specified. The product is [C:34]([O:33][C:31]([NH:30][CH2:29][CH2:28][CH2:27][O:26][C:20]1[CH:21]=[C:22]([N:40]2[CH2:44][CH2:43][CH2:42][CH2:41]2)[CH:23]=[CH:24][C:19]=1[C:18]([NH:17][C:11]1[CH:12]=[CH:13][C:14]([F:16])=[CH:15][C:10]=1[C:9]([NH:8][C:5]1[CH:4]=[CH:3][C:2]([Cl:1])=[CH:7][N:6]=1)=[O:39])=[O:38])=[O:32])([CH3:36])([CH3:37])[CH3:35]. The yield is 0.790. (4) The product is [N+:7]([C:10]1[CH:11]=[C:12]2[C:16](=[CH:17][CH:18]=1)[NH:15][C:14]([CH:19]([CH3:25])[CH2:20][OH:21])=[CH:13]2)([O-:9])=[O:8]. The reactants are [H-].[H-].[H-].[H-].[Li+].[Al+3].[N+:7]([C:10]1[CH:11]=[C:12]2[C:16](=[CH:17][CH:18]=1)[NH:15][C:14]([CH:19]([CH3:25])[C:20](OCC)=[O:21])=[CH:13]2)([O-:9])=[O:8].O.[OH-].[Na+]. The catalyst is C1COCC1. The yield is 0.810. (5) The reactants are Cl[C:2]1[C:24]([N+:25]([O-:27])=[O:26])=[C:23]([Cl:28])[C:22]([F:29])=[CH:21][C:3]=1[C:4]([C:6](=[CH:12][NH:13][C@@H:14]([CH3:20])[CH2:15][O:16][C:17](=[O:19])[CH3:18])[C:7]([O:9][CH2:10][CH3:11])=[O:8])=[O:5].[O-]P([O-])([O-])=O.[K+].[K+].[K+]. The catalyst is C(#N)C. The product is [C:17]([O:16][CH2:15][C@@H:14]([N:13]1[C:2]2[C:3](=[CH:21][C:22]([F:29])=[C:23]([Cl:28])[C:24]=2[N+:25]([O-:27])=[O:26])[C:4](=[O:5])[C:6]([C:7]([O:9][CH2:10][CH3:11])=[O:8])=[CH:12]1)[CH3:20])(=[O:19])[CH3:18]. The yield is 0.961.